This data is from Forward reaction prediction with 1.9M reactions from USPTO patents (1976-2016). The task is: Predict the product of the given reaction. (1) The product is: [CH3:17][O:16][C:14]1[N:5]=[C:6]2[C:11]([CH2:10][CH2:9][C:8](=[O:21])[NH:7]2)=[CH:12][CH:13]=1. Given the reactants CC(C)(C)C([NH:5][C:6]1[C:11]([CH2:12][CH2:13][C:14]([O:16][CH2:17]CCC)=O)=[CH:10][CH:9]=[C:8]([O:21]C)[N:7]=1)=O.Cl.C(=O)([O-])[O-].[K+].[K+], predict the reaction product. (2) Given the reactants [NH2:1][C@@H:2]([C:5]1[CH:10]=[CH:9][CH:8]=[C:7]([Cl:11])[CH:6]=1)[CH2:3][OH:4].C([O-])([O-])=O.[K+].[K+].[Br:18][C:19]1[CH:20]=[C:21]([CH:26]=[CH:27][C:28]=1[CH2:29]Br)[C:22]([O:24][CH3:25])=[O:23], predict the reaction product. The product is: [Br:18][C:19]1[CH:20]=[C:21]([CH:26]=[CH:27][C:28]=1[CH2:29][NH:1][C@@H:2]([C:5]1[CH:10]=[CH:9][CH:8]=[C:7]([Cl:11])[CH:6]=1)[CH2:3][OH:4])[C:22]([O:24][CH3:25])=[O:23]. (3) Given the reactants [Si]([O:8][CH2:9][C@@H:10]1[C@@H:14]([O:15][Si:16]([CH:23]([CH3:25])[CH3:24])([CH:20]([CH3:22])[CH3:21])[CH:17]([CH3:19])[CH3:18])[CH2:13][C@H:12]([NH:26][C:27]2[C:32]([C:33]([C:35]3[S:36][CH:37]=[C:38]([CH2:40][CH2:41][C:42]4[CH:47]=[CH:46][CH:45]=[CH:44][C:43]=4[O:48][CH3:49])[CH:39]=3)=[O:34])=[CH:31][N:30]=[CH:29][N:28]=2)[CH2:11]1)(C(C)(C)C)(C)C.Cl, predict the reaction product. The product is: [OH:8][CH2:9][C@@H:10]1[C@@H:14]([O:15][Si:16]([CH:23]([CH3:24])[CH3:25])([CH:20]([CH3:22])[CH3:21])[CH:17]([CH3:18])[CH3:19])[CH2:13][C@H:12]([NH:26][C:27]2[C:32]([C:33]([C:35]3[S:36][CH:37]=[C:38]([CH2:40][CH2:41][C:42]4[CH:47]=[CH:46][CH:45]=[CH:44][C:43]=4[O:48][CH3:49])[CH:39]=3)=[O:34])=[CH:31][N:30]=[CH:29][N:28]=2)[CH2:11]1. (4) Given the reactants [NH2:1][CH2:2][C:3]1[O:4][C:5]([C:8]([F:11])([F:10])[F:9])=[CH:6][CH:7]=1.C1N=CN([C:17]([N:19]2C=N[CH:21]=[CH:20]2)=[O:18])C=1.NC1C2[O:32][C:31](=[O:34])[NH:30][C:29]=2[CH:28]=[CH:27][CH:26]=1, predict the reaction product. The product is: [O:32]=[C:31]1[NH:30][C:29]2[CH:28]=[CH:27][CH:26]=[C:20]([NH:19][C:17]([NH:1][CH2:2][C:3]3[O:4][C:5]([C:8]([F:11])([F:9])[F:10])=[CH:6][CH:7]=3)=[O:18])[C:21]=2[O:34]1. (5) The product is: [Cl:30][C:27]1[CH:28]=[CH:29][C:24]([N:19]([CH2:20][CH:21]2[CH2:23][CH2:22]2)[C:16]2[CH:17]=[CH:18][C:13]([C:11]([C:6]3[CH:5]=[C:4]([CH:9]=[C:8]([N:37]([C:36]4[CH:39]=[CH:40][C:33]([Cl:32])=[CH:34][CH:35]=4)[CH3:38])[CH:7]=3)[C:3]([OH:2])=[O:31])=[O:12])=[N:14][CH:15]=2)=[CH:25][CH:26]=1. Given the reactants C[O:2][C:3](=[O:31])[C:4]1[CH:9]=[C:8](I)[CH:7]=[C:6]([C:11]([C:13]2[CH:18]=[CH:17][C:16]([N:19]([C:24]3[CH:29]=[CH:28][C:27]([Cl:30])=[CH:26][CH:25]=3)[CH2:20][CH:21]3[CH2:23][CH2:22]3)=[CH:15][N:14]=2)=[O:12])[CH:5]=1.[Cl:32][C:33]1[CH:40]=[CH:39][C:36]([NH:37][CH3:38])=[CH:35][CH:34]=1, predict the reaction product.